Dataset: Experimentally validated miRNA-target interactions with 360,000+ pairs, plus equal number of negative samples. Task: Binary Classification. Given a miRNA mature sequence and a target amino acid sequence, predict their likelihood of interaction. The miRNA is hsa-miR-4504 with sequence UGUGACAAUAGAGAUGAACAUG. The protein sequence of the target gene is MAHEAMEYDVQVQLNHAEQQPAPAGMASSQGGPALLQPVPADVVSSQGVPSILQPAPAEVISSQATPPLLQPAPQLSVDLTEVEVLGEDTVENINPRTSEQHRQGSDGNHTIPASSLHSMTNFISGLQRLHGMLEFLRPSSSNHSVGPMRTRRRVSASRRARAGGSQRTDSARLRAPLDAYFQVSRTQPDLPATTYDSETRNPVSEELQVSSSSDSDSDSSAEYGGVVDQAEESGAVILEEQLAGVSAEQEVTCIDGGKTLPKQPSPQKSEPLLPSASMDEEEGDTCTICLEQWTNAGDH.... Result: 1 (interaction).